From a dataset of Forward reaction prediction with 1.9M reactions from USPTO patents (1976-2016). Predict the product of the given reaction. (1) Given the reactants [CH:1]([C:3]1[CH:12]=[CH:11][C:6]([C:7]([O:9][CH3:10])=[O:8])=[CH:5][C:4]=1[OH:13])=O.[CH3:14][C:15]1[NH:16][C:17]2[C:22]([C:23]=1[CH2:24][CH2:25][NH2:26])=[CH:21][CH:20]=[CH:19][CH:18]=2.[CH3:27][C:28]([CH2:30][C:31]([C:33](OC)=[O:34])=[O:32])=[O:29], predict the reaction product. The product is: [C:28]([C:30]1[CH:1]([C:3]2[CH:12]=[CH:11][C:6]([C:7]([O:9][CH3:10])=[O:8])=[CH:5][C:4]=2[OH:13])[N:26]([CH2:25][CH2:24][C:23]2[C:22]3[C:17](=[CH:18][CH:19]=[CH:20][CH:21]=3)[NH:16][C:15]=2[CH3:14])[C:33](=[O:34])[C:31]=1[OH:32])(=[O:29])[CH3:27]. (2) Given the reactants [C:1]1([C:7]2([C:14]3[CH:19]=[CH:18][CH:17]=[CH:16][CH:15]=3)[NH:11][C:10](=[O:12])[NH:9][C:8]2=[O:13])[CH:6]=[CH:5][CH:4]=[CH:3][CH:2]=1.C(N(CC)CC)C.[C:27](Cl)([C:40]1[CH:45]=[CH:44][CH:43]=[CH:42][CH:41]=1)([C:34]1[CH:39]=[CH:38][CH:37]=[CH:36][CH:35]=1)[C:28]1[CH:33]=[CH:32][CH:31]=[CH:30][CH:29]=1, predict the reaction product. The product is: [C:14]1([C:7]2([C:1]3[CH:6]=[CH:5][CH:4]=[CH:3][CH:2]=3)[NH:11][C:10](=[O:12])[N:9]([C:27]([C:28]3[CH:33]=[CH:32][CH:31]=[CH:30][CH:29]=3)([C:40]3[CH:41]=[CH:42][CH:43]=[CH:44][CH:45]=3)[C:34]3[CH:35]=[CH:36][CH:37]=[CH:38][CH:39]=3)[C:8]2=[O:13])[CH:15]=[CH:16][CH:17]=[CH:18][CH:19]=1. (3) Given the reactants [CH3:1][C:2]([CH3:33])([CH3:32])[CH2:3][N:4]([C:26]1[CH:31]=[CH:30][CH:29]=[CH:28][N:27]=1)[C:5]([C:7]1[CH:12]=[CH:11][C:10]([O:13][CH3:14])=[CH:9][C:8]=1[N:15]1[CH2:20][CH2:19][CH:18]([C:21](OC)=[O:22])[CH:17]([CH3:25])[CH2:16]1)=[O:6].[BH4-].[Li+].Cl, predict the reaction product. The product is: [CH3:32][C:2]([CH3:1])([CH3:33])[CH2:3][N:4]([C:26]1[CH:31]=[CH:30][CH:29]=[CH:28][N:27]=1)[C:5](=[O:6])[C:7]1[CH:12]=[CH:11][C:10]([O:13][CH3:14])=[CH:9][C:8]=1[N:15]1[CH2:20][CH2:19][CH:18]([CH2:21][OH:22])[CH:17]([CH3:25])[CH2:16]1. (4) Given the reactants Br[C:2]1[C:3]([NH:14][C:15](=[O:20])[C:16]([F:19])([F:18])[F:17])=[CH:4][C:5]2[N:9]([CH3:10])[C:8](=[O:11])[N:7]([CH3:12])[C:6]=2[CH:13]=1.[C:21]([O-:24])([O-])=[O:22].[Cs+].[Cs+].[CH3:27]N(C)CC(O)=O.[OH:34][C:35]1[CH:36]=[C:37]([CH:46]=[CH:47][CH:48]=1)[O:38][CH2:39][CH2:40][CH2:41][C:42](OC)=O, predict the reaction product. The product is: [CH3:10][N:9]1[C:5]2[CH:4]=[C:3]([NH:14][C:15](=[O:20])[C:16]([F:19])([F:18])[F:17])[C:2]([O:34][C:35]3[CH:36]=[C:37]([CH:46]=[CH:47][CH:48]=3)[O:38][CH2:39][CH2:40][CH2:41][CH2:42][C:21]([O:24][CH3:27])=[O:22])=[CH:13][C:6]=2[N:7]([CH3:12])[C:8]1=[O:11]. (5) Given the reactants [F:1][C:2]1[CH:7]=[CH:6][CH:5]=[C:4]([F:8])[C:3]=1[CH:9]1[NH:14][C:13]2[CH:15]=[CH:16][C:17](B3OC(C)(C)C(C)(C)O3)=[CH:18][C:12]=2[O:11][CH2:10]1.Br[C:29]1[C:30]([CH3:40])=[CH:31][C:32]([S:35]([CH2:38][CH3:39])(=[O:37])=[O:36])=[N:33][CH:34]=1, predict the reaction product. The product is: [F:8][C:4]1[CH:5]=[CH:6][CH:7]=[C:2]([F:1])[C:3]=1[CH:9]1[CH2:10][O:11][C:12]2[CH:18]=[C:17]([C:29]3[CH:34]=[N:33][C:32]([S:35]([CH2:38][CH3:39])(=[O:36])=[O:37])=[CH:31][C:30]=3[CH3:40])[CH:16]=[CH:15][C:13]=2[NH:14]1. (6) Given the reactants [Br:1][C:2]1[CH:3]=[C:4]2[C:9](=[CH:10][CH:11]=1)[NH:8][C:7]([NH:12][CH3:13])=[N:6][C:5]2=O.CN(C)C1C=CC=CC=1.[OH-].[Na+].P(Cl)(Cl)([Cl:28])=O, predict the reaction product. The product is: [Br:1][C:2]1[CH:3]=[C:4]2[C:9](=[CH:10][CH:11]=1)[N:8]=[C:7]([NH:12][CH3:13])[N:6]=[C:5]2[Cl:28].